Dataset: Reaction yield outcomes from USPTO patents with 853,638 reactions. Task: Predict the reaction yield, written as a fraction of the theoretical maximum amount of product (1.0 means a 100% yield; for example, 0.34 means a 34% yield). (1) The reactants are [P:1]([CH:5]([P:21]([OH:24])([OH:23])=[O:22])[CH2:6]SCCCCCCCCCCC(O)=O)([OH:4])([OH:3])=[O:2].[NH2:25][CH2:26][CH2:27][CH2:28][CH2:29][CH2:30][C:31]([OH:33])=[O:32]. No catalyst specified. The product is [P:1]([CH:5]([P:21]([OH:24])([OH:23])=[O:22])[CH2:6][NH:25][CH2:26][CH2:27][CH2:28][CH2:29][CH2:30][C:31]([OH:33])=[O:32])([OH:4])([OH:3])=[O:2]. The yield is 0.990. (2) The reactants are [C:1]([C:3]1[N:7]2[CH:8]=[C:9]([C:12]3[CH:32]=[CH:31][C:15]([C:16]([N:18]4[CH2:23][CH2:22][N:21]([C:24]([O:26][C:27]([CH3:30])([CH3:29])[CH3:28])=[O:25])[CH2:20][CH2:19]4)=[O:17])=[CH:14][CH:13]=3)[CH:10]=[CH:11][C:6]2=[N:5][CH:4]=1)#[CH:2].Br[C:34]1[CH:39]=[CH:38][N:37]=[C:36]([NH:40][C:41](=[O:48])[C:42]2[CH:47]=[CH:46][CH:45]=[CH:44][CH:43]=2)[CH:35]=1. No catalyst specified. The product is [C:41]([NH:40][C:36]1[CH:35]=[C:34]([C:2]#[C:1][C:3]2[N:7]3[CH:8]=[C:9]([C:12]4[CH:13]=[CH:14][C:15]([C:16]([N:18]5[CH2:23][CH2:22][N:21]([C:24]([O:26][C:27]([CH3:28])([CH3:29])[CH3:30])=[O:25])[CH2:20][CH2:19]5)=[O:17])=[CH:31][CH:32]=4)[CH:10]=[CH:11][C:6]3=[N:5][CH:4]=2)[CH:39]=[CH:38][N:37]=1)(=[O:48])[C:42]1[CH:43]=[CH:44][CH:45]=[CH:46][CH:47]=1. The yield is 0.0820. (3) The reactants are [F:1][C:2]1[CH:10]=[CH:9][C:5]([C:6](Cl)=[O:7])=[CH:4][CH:3]=1.[NH2:11][C:12]1([C:18]([OH:20])=[O:19])[CH2:17][CH2:16][CH2:15][CH2:14][CH2:13]1.C(=O)([O-])[O-].[Na+].[Na+]. The catalyst is CCOCC.O. The product is [F:1][C:2]1[CH:10]=[CH:9][C:5]([C:6]([NH:11][C:12]2([C:18]([OH:20])=[O:19])[CH2:17][CH2:16][CH2:15][CH2:14][CH2:13]2)=[O:7])=[CH:4][CH:3]=1. The yield is 0.660. (4) The reactants are Cl[C:2]1[N:6]([CH3:7])[N:5]=[CH:4][C:3]=1[N+:8]([O-:10])=[O:9].CC1(C)C(C)(C)OB([C:19]2[CH2:24][CH2:23][CH2:22][CH:21]([NH:25][C:26](=[O:32])[O:27][C:28]([CH3:31])([CH3:30])[CH3:29])[CH:20]=2)O1.C([O-])([O-])=O.[Na+].[Na+].C([O-])(=O)C.[K+]. The catalyst is C1C=CC(P(C2C=CC=CC=2)[C-]2C=CC=C2)=CC=1.C1C=CC(P(C2C=CC=CC=2)[C-]2C=CC=C2)=CC=1.Cl[Pd]Cl.[Fe+2].C(#N)C. The product is [CH3:7][N:6]1[C:2]([C:19]2[CH2:24][CH2:23][CH2:22][CH:21]([NH:25][C:26](=[O:32])[O:27][C:28]([CH3:30])([CH3:29])[CH3:31])[CH:20]=2)=[C:3]([N+:8]([O-:10])=[O:9])[CH:4]=[N:5]1. The yield is 0.490. (5) The reactants are [C:1]([NH:5][C:6]1[C:11]([C:12]([O:14]CC)=[O:13])=[CH:10][N:9]=[C:8]([S:17][CH3:18])[N:7]=1)([CH3:4])([CH3:3])[CH3:2].[OH-].[Na+].C(O)(=O)CC(CC(O)=O)(C(O)=O)O. The catalyst is C(O)C. The product is [C:1]([NH:5][C:6]1[C:11]([C:12]([OH:14])=[O:13])=[CH:10][N:9]=[C:8]([S:17][CH3:18])[N:7]=1)([CH3:4])([CH3:3])[CH3:2]. The yield is 0.990. (6) The reactants are [CH2:1]([NH:4][C:5]1[C:10]([NH2:11])=[C:9]([Cl:12])[N:8]=[CH:7][N:6]=1)[CH:2]=[CH2:3].[S:13]1[CH:17]=[CH:16][CH:15]=[C:14]1[C:18](Cl)=[O:19]. The catalyst is CN1C(=O)CCC1.O. The product is [CH2:1]([NH:4][C:5]1[C:10]([NH:11][C:18]([C:14]2[S:13][CH:17]=[CH:16][CH:15]=2)=[O:19])=[C:9]([Cl:12])[N:8]=[CH:7][N:6]=1)[CH:2]=[CH2:3]. The yield is 0.880. (7) The yield is 0.550. No catalyst specified. The product is [Br:1][C:2]1[CH:3]=[CH:4][C:5]([O:9][CH3:10])=[C:6]([O:8][CH:13]([CH2:14][F:15])[CH2:12][F:11])[CH:7]=1. The reactants are [Br:1][C:2]1[CH:3]=[CH:4][C:5]([O:9][CH3:10])=[C:6]([OH:8])[CH:7]=1.[F:11][CH2:12][CH:13](O)[CH2:14][F:15]. (8) The reactants are [Br:1][CH2:2][C:3]1[N:8]=[C:7]([N:9]2[CH2:14][CH2:13][O:12][CH2:11][CH2:10]2)[CH:6]=[C:5]([Cl:15])[N:4]=1.[C:16]1([P:22]([C:29]2[CH:34]=[CH:33][CH:32]=[CH:31][CH:30]=2)[C:23]2[CH:28]=[CH:27][CH:26]=[CH:25][CH:24]=2)[CH:21]=[CH:20][CH:19]=[CH:18][CH:17]=1. The catalyst is C1(C)C=CC=CC=1. The product is [Br-:1].[Cl:15][C:5]1[CH:6]=[C:7]([N:9]2[CH2:14][CH2:13][O:12][CH2:11][CH2:10]2)[N:8]=[C:3]([CH2:2][P+:22]([C:23]2[CH:24]=[CH:25][CH:26]=[CH:27][CH:28]=2)([C:29]2[CH:34]=[CH:33][CH:32]=[CH:31][CH:30]=2)[C:16]2[CH:17]=[CH:18][CH:19]=[CH:20][CH:21]=2)[N:4]=1. The yield is 0.790.